Dataset: Full USPTO retrosynthesis dataset with 1.9M reactions from patents (1976-2016). Task: Predict the reactants needed to synthesize the given product. (1) Given the product [CH3:64][O:66][C:56]1[CH:55]=[CH:54][C:39]([C:40]([C:41]2[CH:46]=[CH:45][C:44]([O:62][CH3:59])=[CH:43][CH:42]=2)([C:47]2[CH:52]=[CH:51][CH:50]=[CH:49][CH:48]=2)[O:8][CH2:7][C@H:5]2[N:4]([C:9]([O:11][CH2:12][CH2:13][NH:14][CH2:15][CH2:16][C:17]3[CH:18]=[CH:19][C:20]([N:23]=[N:24][C:25]4[CH:30]=[CH:29][C:28]([N+:31]([O-:33])=[O:32])=[CH:27][C:26]=4[Cl:34])=[CH:21][CH:22]=3)=[O:10])[CH2:3][C@H:2]([OH:1])[CH2:6]2)=[CH:38][CH:37]=1, predict the reactants needed to synthesize it. The reactants are: [OH:1][C@@H:2]1[CH2:6][C@@H:5]([CH2:7][OH:8])[N:4]([C:9]([O:11][CH2:12][CH2:13][NH:14][CH2:15][CH2:16][C:17]2[CH:22]=[CH:21][C:20]([N:23]=[N:24][C:25]3[CH:30]=[CH:29][C:28]([N+:31]([O-:33])=[O:32])=[CH:27][C:26]=3[Cl:34])=[CH:19][CH:18]=2)=[O:10])[CH2:3]1.CO[C:37]1[C:38](OC)=[C:39]([CH:54]=[CH:55][CH:56]=1)[C:40](Cl)([C:47]1[CH:52]=[CH:51][CH:50]=[CH:49][CH:48]=1)[C:41]1[CH:46]=[CH:45][CH:44]=[CH:43][CH:42]=1.[C:59](=[O:62])(O)[O-].[Na+].[C:64](OCC)(=[O:66])C. (2) The reactants are: CI.[C:3]([O:7][C:8]([N:10]1[CH2:16][CH2:15][CH2:14][N:13]([C:17]2[CH:22]=[CH:21][C:20]([NH:23][S:24]([C:27]3[CH:32]=[CH:31][CH:30]=[CH:29][CH:28]=3)(=[O:26])=[O:25])=[C:19]([NH:33][S:34]([CH3:37])(=[O:36])=[O:35])[CH:18]=2)[CH2:12][CH2:11]1)=[O:9])([CH3:6])([CH3:5])[CH3:4].[C:38]([O-])([O-])=O.[K+].[K+]. Given the product [C:3]([O:7][C:8]([N:10]1[CH2:16][CH2:15][CH2:14][N:13]([C:17]2[CH:22]=[CH:21][C:20]([N:23]([CH3:38])[S:24]([C:27]3[CH:28]=[CH:29][CH:30]=[CH:31][CH:32]=3)(=[O:25])=[O:26])=[C:19]([NH:33][S:34]([CH3:37])(=[O:35])=[O:36])[CH:18]=2)[CH2:12][CH2:11]1)=[O:9])([CH3:6])([CH3:5])[CH3:4], predict the reactants needed to synthesize it. (3) Given the product [CH2:1]([O:8][C:9]([N:11]1[CH2:15][CH2:14][C:13]([F:19])([CH:16]([O:18][S:28]([CH3:27])(=[O:30])=[O:29])[CH3:17])[CH2:12]1)=[O:10])[C:2]1[CH:3]=[CH:4][CH:5]=[CH:6][CH:7]=1, predict the reactants needed to synthesize it. The reactants are: [CH2:1]([O:8][C:9]([N:11]1[CH2:15][CH2:14][C:13]([F:19])([CH:16]([OH:18])[CH3:17])[CH2:12]1)=[O:10])[C:2]1[CH:7]=[CH:6][CH:5]=[CH:4][CH:3]=1.C(N(CC)CC)C.[CH3:27][S:28](Cl)(=[O:30])=[O:29]. (4) Given the product [OH:7][P:6]([O-:9])([OH:8])=[O:5].[OH:7][P:6]([O-:9])([O-:8])=[O:5].[Na+:1].[Na+:1].[Na+:1].[Cl-:2].[Cl-:2].[K+:4].[K+:4], predict the reactants needed to synthesize it. The reactants are: [Na+:1].[Cl-:2].[Cl-].[K+:4].[OH:5][P:6]([O-:9])([OH:8])=[O:7].[K+].C(S)[C@@H](O)[C@H](O)CS. (5) Given the product [O:4]=[S:5]1(=[O:23])[CH2:10][CH2:9][CH:8]([CH2:11][NH2:12])[CH2:7][CH2:6]1, predict the reactants needed to synthesize it. The reactants are: O.NN.[O:4]=[S:5]1(=[O:23])[CH2:10][CH2:9][CH:8]([CH2:11][N:12]2C(=O)C3C(=CC=CC=3)C2=O)[CH2:7][CH2:6]1. (6) Given the product [N:24]1([C:23]2[C:18]([C:16]([NH:15][C:6]3([C:4]([OH:5])=[O:3])[CH2:14][C:13]4[C:8](=[CH:9][CH:10]=[CH:11][CH:12]=4)[CH2:7]3)=[O:17])=[N:19][CH:20]=[CH:21][CH:22]=2)[CH2:29][CH2:28][CH2:27][CH2:26][CH2:25]1, predict the reactants needed to synthesize it. The reactants are: C([O:3][C:4]([C:6]1([NH:15][C:16]([C:18]2[C:23]([N:24]3[CH2:29][CH2:28][CH2:27][CH2:26][CH2:25]3)=[CH:22][CH:21]=[CH:20][N:19]=2)=[O:17])[CH2:14][C:13]2[C:8](=[CH:9][CH:10]=[CH:11][CH:12]=2)[CH2:7]1)=[O:5])C.O1CCOCC1.CO. (7) Given the product [C:4]1([C:9]2[CH:14]=[CH:13][CH:12]=[CH:11][CH:10]=2)[CH:5]=[CH:6][CH:7]=[CH:8][C:3]=1[C:19]1([OH:30])[C:18]2[CH:17]=[C:16]([Br:15])[CH:28]=[CH:27][C:26]=2[C:25]2[C:20]1=[CH:21][C:22]([Br:29])=[CH:23][CH:24]=2, predict the reactants needed to synthesize it. The reactants are: [Mg].Br[C:3]1[CH:8]=[CH:7][CH:6]=[CH:5][C:4]=1[C:9]1[CH:14]=[CH:13][CH:12]=[CH:11][CH:10]=1.[Br:15][C:16]1[CH:28]=[CH:27][C:26]2[C:25]3[C:20](=[CH:21][C:22]([Br:29])=[CH:23][CH:24]=3)[C:19](=[O:30])[C:18]=2[CH:17]=1. (8) Given the product [C:48]([C:7]1[S:8][C:9]2[CH:15]=[C:14]([O:16][S:17]([C:20]3[CH:25]=[CH:24][C:23]([F:26])=[CH:22][CH:21]=3)(=[O:19])=[O:18])[CH:13]=[C:12]([NH2:27])[C:10]=2[N:11]=1)(=[O:53])[CH:49]([CH3:51])[CH3:50], predict the reactants needed to synthesize it. The reactants are: C(N[C:7]1[S:8][C:9]2[CH:15]=[C:14]([O:16][S:17]([C:20]3[CH:25]=[CH:24][C:23]([F:26])=[CH:22][CH:21]=3)(=[O:19])=[O:18])[CH:13]=[CH:12][C:10]=2[N:11]=1)(=O)C(C)C.[NH2:27]C1SC2C=C(OS(C3C=CC(F)=CC=3)(=O)=O)C=CC=2N=1.[C:48]([OH:53])(=O)[CH:49]([CH3:51])[CH3:50]. (9) Given the product [C:1]([C:3]1[CH:4]=[C:5]([C@:9]23[CH2:10][O:11][C@@H:12]([CH3:17])[CH2:13][C@H:14]2[CH2:15][S:20][C:19]([NH:21][C:22](=[O:29])[C:23]2[CH:28]=[CH:27][CH:26]=[CH:25][CH:24]=2)=[N:18]3)[CH:6]=[CH:7][CH:8]=1)#[N:2], predict the reactants needed to synthesize it. The reactants are: [C:1]([C:3]1[CH:4]=[C:5]([C@@:9]2([NH:18][C:19]([NH:21][C:22](=[O:29])[C:23]3[CH:28]=[CH:27][CH:26]=[CH:25][CH:24]=3)=[S:20])[C@H:14]([CH2:15]O)[CH2:13][C@H:12]([CH3:17])[O:11][CH2:10]2)[CH:6]=[CH:7][CH:8]=1)#[N:2].ClC1C=CC(C#N)=CC=1[C@]12CO[C@@H](C)C[C@H]1CSC(NC(=O)C1C=CC=CC=1)=N2.